Regression. Given two drug SMILES strings and cell line genomic features, predict the synergy score measuring deviation from expected non-interaction effect. From a dataset of NCI-60 drug combinations with 297,098 pairs across 59 cell lines. (1) Drug 1: CCC1(CC2CC(C3=C(CCN(C2)C1)C4=CC=CC=C4N3)(C5=C(C=C6C(=C5)C78CCN9C7C(C=CC9)(C(C(C8N6C=O)(C(=O)OC)O)OC(=O)C)CC)OC)C(=O)OC)O.OS(=O)(=O)O. Drug 2: B(C(CC(C)C)NC(=O)C(CC1=CC=CC=C1)NC(=O)C2=NC=CN=C2)(O)O. Cell line: A498. Synergy scores: CSS=16.1, Synergy_ZIP=-4.39, Synergy_Bliss=-7.31, Synergy_Loewe=-26.4, Synergy_HSA=-6.12. (2) Drug 1: CC12CCC(CC1=CCC3C2CCC4(C3CC=C4C5=CN=CC=C5)C)O. Drug 2: C1=CC(=CC=C1CCC2=CNC3=C2C(=O)NC(=N3)N)C(=O)NC(CCC(=O)O)C(=O)O. Cell line: KM12. Synergy scores: CSS=36.5, Synergy_ZIP=7.39, Synergy_Bliss=14.6, Synergy_Loewe=9.06, Synergy_HSA=14.9. (3) Drug 1: C1CC(=O)NC(=O)C1N2CC3=C(C2=O)C=CC=C3N. Drug 2: CN1C2=C(C=C(C=C2)N(CCCl)CCCl)N=C1CCCC(=O)O.Cl. Cell line: UACC-257. Synergy scores: CSS=3.92, Synergy_ZIP=3.74, Synergy_Bliss=5.35, Synergy_Loewe=2.56, Synergy_HSA=1.96.